Dataset: Forward reaction prediction with 1.9M reactions from USPTO patents (1976-2016). Task: Predict the product of the given reaction. (1) Given the reactants Br[CH2:2][C:3]1[CH:8]=[CH:7][CH:6]=[C:5]([C:9]2[CH:14]=[CH:13][C:12]([C:15]([F:18])([F:17])[F:16])=[CH:11][CH:10]=2)[N:4]=1.[SH:19][C:20]1[CH:32]=[CH:31][C:23]([O:24][CH2:25][C:26]([O:28][CH2:29][CH3:30])=[O:27])=[C:22]([CH3:33])[CH:21]=1.C([O-])([O-])=O.[K+].[K+], predict the reaction product. The product is: [CH3:33][C:22]1[CH:21]=[C:20]([S:19][CH2:2][C:3]2[CH:8]=[CH:7][CH:6]=[C:5]([C:9]3[CH:14]=[CH:13][C:12]([C:15]([F:18])([F:17])[F:16])=[CH:11][CH:10]=3)[N:4]=2)[CH:32]=[CH:31][C:23]=1[O:24][CH2:25][C:26]([O:28][CH2:29][CH3:30])=[O:27]. (2) Given the reactants [Br:1][C:2]1[CH:7]=[CH:6][C:5]([C:8]([C:22]#[N:23])([CH3:21])[CH2:9]OS(C2C=CC(C)=CC=2)(=O)=O)=[CH:4][CH:3]=1.[H-].[Al+3].[Li+].[H-].[H-].[H-], predict the reaction product. The product is: [Br:1][C:2]1[CH:3]=[CH:4][C:5]([C:8]2([CH3:9])[CH2:21][NH:23][CH2:22]2)=[CH:6][CH:7]=1. (3) Given the reactants [CH2:1]([N:3]1[C:11]2[C:6](=[CH:7][CH:8]=[CH:9][CH:10]=2)[CH2:5][C:4]1=[O:12])[CH3:2], predict the reaction product. The product is: [CH2:1]([N:3]1[C:11]2[C:6](=[CH:7][CH:8]=[CH:9][CH:10]=2)[C:5](=[C:4]2[CH2:5][CH2:6][CH2:11][N:3]2[CH3:1])[C:4]1=[O:12])[CH3:2]. (4) Given the reactants O.C[Si]([Cl:6])(C)C.[CH3:7][N:8]([CH2:10][CH:11]1[C:17]([C:19]2[CH:24]=[C:23]([OH:25])[CH:22]=[CH:21][C:20]=2[F:26])([OH:18])[CH2:16][CH:15]2[CH2:27][CH:12]1[CH2:13][CH2:14]2)[CH3:9], predict the reaction product. The product is: [ClH:6].[CH3:9][N:8]([CH2:10][CH:11]1[C:17]([C:19]2[CH:24]=[C:23]([OH:25])[CH:22]=[CH:21][C:20]=2[F:26])([OH:18])[CH2:16][CH:15]2[CH2:27][CH:12]1[CH2:13][CH2:14]2)[CH3:7]. (5) Given the reactants [C:1](=[O:4])(O)[O-].[Na+].Cl.[NH2:7][C@@H:8]([CH3:12])[C:9]([NH2:11])=[O:10].C(O)C(F)(F)F.[F:19][C:20]([F:26])([F:25])[CH2:21][C:22](Cl)=O.Cl, predict the reaction product. The product is: [NH2:11][C:9](=[O:10])[C@@H:8]([NH:7][C:1](=[O:4])[CH2:22][CH2:21][C:20]([F:26])([F:25])[F:19])[CH3:12]. (6) Given the reactants [CH3:1][C:2]([Si:5]([CH3:25])([CH3:24])[O:6][C@H:7]1[CH2:11][C:10](=[O:12])[C:9](=[CH2:13])[C@@H:8]1[CH2:14][Si:15]([CH3:23])([CH3:22])[C:16]1[CH:21]=[CH:20][CH:19]=[CH:18][CH:17]=1)([CH3:4])[CH3:3].C([BH-](CC)CC)C.[Li+], predict the reaction product. The product is: [CH3:4][C:2]([Si:5]([CH3:25])([CH3:24])[O:6][CH:7]1[CH2:11][CH:10]([OH:12])[C:9](=[CH2:13])[CH:8]1[CH2:14][Si:15]([CH3:23])([CH3:22])[C:16]1[CH:21]=[CH:20][CH:19]=[CH:18][CH:17]=1)([CH3:1])[CH3:3].